Task: Predict the product of the given reaction.. Dataset: Forward reaction prediction with 1.9M reactions from USPTO patents (1976-2016) (1) Given the reactants [CH3:1][O:2][C:3](=[O:27])/[CH:4]=[CH:5]/[C:6]1[CH:7]=[C:8]2[C:23](=[CH:24][CH:25]=1)[O:22][C:11]1([CH2:14][N:13]([C:15](OC(C)(C)C)=O)[CH2:12]1)[CH2:10][C:9]2=[O:26].C=O.[BH-](OC(C)=O)(OC(C)=O)OC(C)=O.[Na+], predict the reaction product. The product is: [CH3:1][O:2][C:3](=[O:27])/[CH:4]=[CH:5]/[C:6]1[CH:7]=[C:8]2[C:23](=[CH:24][CH:25]=1)[O:22][C:11]1([CH2:14][N:13]([CH3:15])[CH2:12]1)[CH2:10][C:9]2=[O:26]. (2) The product is: [F:1][C:2]1[CH:3]=[C:4]2[C:8](=[CH:9][CH:10]=1)[NH:7][C:6](=[O:11])[C:5]2=[C:39]1[C:34]2[C:35](=[N:36][C:31]([CH2:30][CH2:29][CH2:28][N:22]3[CH2:23][CH2:24][O:25][CH2:26][CH2:27]3)=[CH:32][CH:33]=2)[CH2:37][O:38]1. Given the reactants [F:1][C:2]1[CH:3]=[C:4]2[C:8](=[CH:9][CH:10]=1)[NH:7][C:6](=[O:11])[CH2:5]2.C[Si]([N-][Si](C)(C)C)(C)C.[Li+].[N:22]1([CH2:28][CH2:29][CH2:30][C:31]2[N:36]=[C:35]3[CH2:37][O:38][C:39](=O)[C:34]3=[CH:33][CH:32]=2)[CH2:27][CH2:26][O:25][CH2:24][CH2:23]1.Cl, predict the reaction product. (3) Given the reactants C([O:5][C:6](=[O:47])[CH2:7][C@H:8]([OH:46])[CH2:9][C@H:10]([OH:45])[CH2:11][CH2:12][C:13]1[N:14]([CH:42]([CH3:44])[CH3:43])[C:15]([C:31](=[O:41])[NH:32][CH2:33][CH2:34][C:35]2[CH:36]=[N:37][CH:38]=[CH:39][CH:40]=2)=[C:16]([C:25]2[CH:30]=[CH:29][CH:28]=[CH:27][CH:26]=2)[C:17]=1[C:18]1[CH:23]=[CH:22][C:21]([F:24])=[CH:20][CH:19]=1)(C)(C)C.[OH-].[Na+:49], predict the reaction product. The product is: [Na+:49].[F:24][C:21]1[CH:22]=[CH:23][C:18]([C:17]2[C:16]([C:25]3[CH:26]=[CH:27][CH:28]=[CH:29][CH:30]=3)=[C:15]([C:31](=[O:41])[NH:32][CH2:33][CH2:34][C:35]3[CH:36]=[N:37][CH:38]=[CH:39][CH:40]=3)[N:14]([CH:42]([CH3:43])[CH3:44])[C:13]=2[CH2:12][CH2:11][C@@H:10]([OH:45])[CH2:9][C@@H:8]([OH:46])[CH2:7][C:6]([O-:47])=[O:5])=[CH:19][CH:20]=1. (4) Given the reactants [C:1]([C:5]1[S:14][C:13]2[NH:12][C:11]3[CH:15]=[CH:16][CH:17]=[CH:18][C:10]=3[N:9]=[C:8]([NH2:19])[C:7]=2[CH:6]=1)([CH3:4])([CH3:3])[CH3:2].[CH2:20]([C@H:28]1[CH2:33]N[CH2:31][CH2:30][NH:29]1)[CH2:21][C:22]1[CH:27]=[CH:26][CH:25]=[CH:24][CH:23]=1, predict the reaction product. The product is: [C:1]([C:5]1[S:14][C:13]2[NH:12][C:11]3[CH:15]=[CH:16][CH:17]=[CH:18][C:10]=3[N:9]=[C:8]([N:19]3[CH2:31][CH2:30][NH:29][C@@H:28]([CH2:20][CH2:21][C:22]4[CH:23]=[CH:24][CH:25]=[CH:26][CH:27]=4)[CH2:33]3)[C:7]=2[CH:6]=1)([CH3:4])([CH3:2])[CH3:3]. (5) Given the reactants C([O:3][C:4](=[O:24])[C:5]([O:15][C:16]1[CH:21]=[CH:20][CH:19]=[C:18]([O:22][CH3:23])[CH:17]=1)([CH3:14])[CH2:6][C:7]1[CH:12]=[CH:11][C:10](O)=[CH:9][CH:8]=1)C.[CH:25]1([C:31]2[O:32][C:33]([CH3:49])=[C:34]([CH2:36][CH2:37][O:38]S(C3C=CC(C)=CC=3)(=O)=O)[N:35]=2)[CH2:30][CH2:29][CH2:28][CH2:27][CH2:26]1, predict the reaction product. The product is: [CH:25]1([C:31]2[O:32][C:33]([CH3:49])=[C:34]([CH2:36][CH2:37][O:38][C:10]3[CH:9]=[CH:8][C:7]([CH2:6][C:5]([O:15][C:16]4[CH:21]=[CH:20][CH:19]=[C:18]([O:22][CH3:23])[CH:17]=4)([CH3:14])[C:4]([OH:24])=[O:3])=[CH:12][CH:11]=3)[N:35]=2)[CH2:26][CH2:27][CH2:28][CH2:29][CH2:30]1.